Dataset: Full USPTO retrosynthesis dataset with 1.9M reactions from patents (1976-2016). Task: Predict the reactants needed to synthesize the given product. (1) Given the product [C:7]([C:9]1[CH:10]=[N:11][NH:12][C:13]=1[C:14]1[CH:19]=[CH:18][N:17]=[C:16]([S:20]([CH3:21])=[O:1])[N:15]=1)#[N:8], predict the reactants needed to synthesize it. The reactants are: [OH:1]OS([O-])=O.[K+].[C:7]([C:9]1[CH:10]=[N:11][NH:12][C:13]=1[C:14]1[CH:19]=[CH:18][N:17]=[C:16]([S:20][CH3:21])[N:15]=1)#[N:8]. (2) Given the product [CH2:11]([NH:14][C:15]([N:2]1[C:3](=[O:10])[C:4]2[CH:9]=[CH:8][CH:7]=[CH:6][C:5]=2[S:1]1)=[O:16])[CH:12]=[CH2:13], predict the reactants needed to synthesize it. The reactants are: [S:1]1[C:5]2[CH:6]=[CH:7][CH:8]=[CH:9][C:4]=2[C:3](=[O:10])[NH:2]1.[CH2:11]([N:14]=[C:15]=[O:16])[CH:12]=[CH2:13]. (3) The reactants are: [CH3:1][N:2]([CH3:15])[CH2:3][CH2:4][NH:5][C:6]1[CH:11]=[CH:10][C:9]([N+:12]([O-])=O)=[CH:8][N:7]=1.C(O)C.[Cl-].[NH4+].Cl. Given the product [CH3:1][N:2]([CH3:15])[CH2:3][CH2:4][NH:5][C:6]1[CH:11]=[CH:10][C:9]([NH2:12])=[CH:8][N:7]=1, predict the reactants needed to synthesize it. (4) Given the product [CH:1]1([N:4]([CH:31]2[CH2:32][CH2:33]2)[C:5]([C:7]2[N:28]([CH2:29][CH3:30])[C:10]3=[N:11][C:12]([NH:19][C:20]4[S:21][CH:22]=[C:23]([C:25]([N:35]([CH3:36])[CH3:34])=[O:27])[N:24]=4)=[C:13]4[N:17]=[CH:16][N:15]([CH3:18])[C:14]4=[C:9]3[CH:8]=2)=[O:6])[CH2:3][CH2:2]1, predict the reactants needed to synthesize it. The reactants are: [CH:1]1([N:4]([CH:31]2[CH2:33][CH2:32]2)[C:5]([C:7]2[N:28]([CH2:29][CH3:30])[C:10]3=[N:11][C:12]([NH:19][C:20]4[S:21][CH:22]=[C:23]([C:25]([OH:27])=O)[N:24]=4)=[C:13]4[N:17]=[CH:16][N:15]([CH3:18])[C:14]4=[C:9]3[CH:8]=2)=[O:6])[CH2:3][CH2:2]1.[CH3:34][N:35](C(ON1N=NC2C=CC=NC1=2)=[N+](C)C)[CH3:36].F[P-](F)(F)(F)(F)F.CCN(C(C)C)C(C)C.CNC. (5) Given the product [C:1]([O:5][C:6]([N:8]1[CH2:12][C@@H:11]([CH3:13])[CH2:10][C@H:9]1[C:14]1[NH:15][CH:16]=[C:17]([C:19]2[CH:24]=[CH:23][C:22]([B:26]3[O:30][C:29]([CH3:32])([CH3:31])[C:28]([CH3:34])([CH3:33])[O:27]3)=[CH:21][CH:20]=2)[N:18]=1)=[O:7])([CH3:4])([CH3:3])[CH3:2], predict the reactants needed to synthesize it. The reactants are: [C:1]([O:5][C:6]([N:8]1[CH2:12][C@@H:11]([CH3:13])[CH2:10][C@H:9]1[C:14]1[NH:15][CH:16]=[C:17]([C:19]2[CH:24]=[CH:23][C:22](Br)=[CH:21][CH:20]=2)[N:18]=1)=[O:7])([CH3:4])([CH3:3])[CH3:2].[B:26]1([B:26]2[O:30][C:29]([CH3:32])([CH3:31])[C:28]([CH3:34])([CH3:33])[O:27]2)[O:30][C:29]([CH3:32])([CH3:31])[C:28]([CH3:34])([CH3:33])[O:27]1.C([O-])(=O)C.[K+]. (6) Given the product [F:13][C:14]1[CH:37]=[CH:36][CH:35]=[C:34]([F:38])[C:15]=1[CH2:16][O:17][C:18]1[C:19]2[N:20]([C:25]([C:29]3[CH:33]=[N:32][N:31]([CH2:11][CH2:10][OH:12])[CH:30]=3)=[C:26]([CH3:28])[N:27]=2)[CH:21]=[C:22]([CH3:24])[CH:23]=1, predict the reactants needed to synthesize it. The reactants are: C(=O)([O-])[O-].[Cs+].[Cs+].[I-].[K+].I[CH:10]([OH:12])[CH3:11].[F:13][C:14]1[CH:37]=[CH:36][CH:35]=[C:34]([F:38])[C:15]=1[CH2:16][O:17][C:18]1[C:19]2[N:20]([C:25]([C:29]3[CH:30]=[N:31][NH:32][CH:33]=3)=[C:26]([CH3:28])[N:27]=2)[CH:21]=[C:22]([CH3:24])[CH:23]=1. (7) The reactants are: ClC(Cl)(O[C:5](=[O:11])OC(Cl)(Cl)Cl)Cl.[Br:13][C:14]1[C:19]([CH3:20])=[CH:18][C:17]([NH2:21])=[CH:16][C:15]=1[CH3:22].O. Given the product [Br:13][C:14]1[C:19]([CH3:20])=[CH:18][C:17]([N:21]=[C:5]=[O:11])=[CH:16][C:15]=1[CH3:22], predict the reactants needed to synthesize it.